This data is from Peptide-MHC class I binding affinity with 185,985 pairs from IEDB/IMGT. The task is: Regression. Given a peptide amino acid sequence and an MHC pseudo amino acid sequence, predict their binding affinity value. This is MHC class I binding data. (1) The peptide sequence is LRKERLAKL. The MHC is HLA-A02:03 with pseudo-sequence HLA-A02:03. The binding affinity (normalized) is 0.0847. (2) The MHC is HLA-A03:01 with pseudo-sequence HLA-A03:01. The binding affinity (normalized) is 0.0847. The peptide sequence is LVSECSKDF. (3) The peptide sequence is KLKDVLLQV. The MHC is HLA-A02:01 with pseudo-sequence HLA-A02:01. The binding affinity (normalized) is 0.890. (4) The peptide sequence is NDNFLMSNV. The MHC is HLA-B44:02 with pseudo-sequence HLA-B44:02. The binding affinity (normalized) is 0.123. (5) The peptide sequence is LSRKEFDLY. The MHC is HLA-A01:01 with pseudo-sequence HLA-A01:01. The binding affinity (normalized) is 0.242. (6) The peptide sequence is HQAIISDVL. The MHC is HLA-B57:01 with pseudo-sequence HLA-B57:01. The binding affinity (normalized) is 0.0847.